Dataset: Experimentally validated miRNA-target interactions with 360,000+ pairs, plus equal number of negative samples. Task: Binary Classification. Given a miRNA mature sequence and a target amino acid sequence, predict their likelihood of interaction. The miRNA is mmu-miR-297a-5p with sequence AUGUAUGUGUGCAUGUGCAUGU. The protein sequence of the target gene is MGNLLKVLTREIENYPHFFLDFENAQPTEGEREIWNQISAVLQDSESILTDLQAYKGAGPEIRDAIQNPNDIQLQEKAWNAVCPLVVRLKRFYEFSIRLEKALQSLLESLTCPPYTPTQHLEREQALAKEFAEILHFTLRFDELKMRNPAIQNDFSYYRRTISRNRINNMHLDIENEVNNEMANRMSLFYAEATPMLKTLSNATMHFVSENKTLPIENTTDCLSTMTSVCKVMLETPEYRSRFTSEETLMFCMRVMVGVIILYDHVHPVGAFCKTSKIDMKGCIKVLKEQAPDSVEGLLN.... Result: 1 (interaction).